Dataset: NCI-60 drug combinations with 297,098 pairs across 59 cell lines. Task: Regression. Given two drug SMILES strings and cell line genomic features, predict the synergy score measuring deviation from expected non-interaction effect. (1) Drug 1: CC1=C(C=C(C=C1)NC2=NC=CC(=N2)N(C)C3=CC4=NN(C(=C4C=C3)C)C)S(=O)(=O)N.Cl. Drug 2: CS(=O)(=O)CCNCC1=CC=C(O1)C2=CC3=C(C=C2)N=CN=C3NC4=CC(=C(C=C4)OCC5=CC(=CC=C5)F)Cl. Cell line: HL-60(TB). Synergy scores: CSS=-22.8, Synergy_ZIP=17.6, Synergy_Bliss=6.43, Synergy_Loewe=-7.93, Synergy_HSA=-18.3. (2) Drug 1: COC1=C(C=C2C(=C1)N=CN=C2NC3=CC(=C(C=C3)F)Cl)OCCCN4CCOCC4. Drug 2: CN(C)N=NC1=C(NC=N1)C(=O)N. Cell line: HOP-62. Synergy scores: CSS=18.5, Synergy_ZIP=-2.86, Synergy_Bliss=6.79, Synergy_Loewe=-5.94, Synergy_HSA=3.61. (3) Drug 1: CC1C(C(CC(O1)OC2CC(CC3=C2C(=C4C(=C3O)C(=O)C5=C(C4=O)C(=CC=C5)OC)O)(C(=O)C)O)N)O.Cl. Drug 2: CC1=C(C(=O)C2=C(C1=O)N3CC4C(C3(C2COC(=O)N)OC)N4)N. Cell line: SNB-75. Synergy scores: CSS=54.2, Synergy_ZIP=3.22, Synergy_Bliss=8.75, Synergy_Loewe=4.12, Synergy_HSA=9.73. (4) Drug 1: CC1OCC2C(O1)C(C(C(O2)OC3C4COC(=O)C4C(C5=CC6=C(C=C35)OCO6)C7=CC(=C(C(=C7)OC)O)OC)O)O. Drug 2: CC1CCC2CC(C(=CC=CC=CC(CC(C(=O)C(C(C(=CC(C(=O)CC(OC(=O)C3CCCCN3C(=O)C(=O)C1(O2)O)C(C)CC4CCC(C(C4)OC)O)C)C)O)OC)C)C)C)OC. Cell line: HOP-62. Synergy scores: CSS=40.1, Synergy_ZIP=-3.62, Synergy_Bliss=-2.47, Synergy_Loewe=-0.524, Synergy_HSA=1.44.